This data is from Catalyst prediction with 721,799 reactions and 888 catalyst types from USPTO. The task is: Predict which catalyst facilitates the given reaction. Reactant: [C:1]([C:4]1[CH:5]=[N:6][N:7]2[CH:12]=[CH:11][C:10]([C:13]([NH:15][C:16]3[CH:17]=[N:18][CH:19]=[CH:20][C:21]=3[C@@H:22]3[CH2:27][C@H:26]([CH3:28])[CH2:25][C@H:24]([NH:29]C(=O)OC(C)(C)C)[CH2:23]3)=[O:14])=[N:9][C:8]=12)([CH3:3])=[CH2:2]. Product: [NH2:29][C@H:24]1[CH2:25][C@@H:26]([CH3:28])[CH2:27][C@@H:22]([C:21]2[CH:20]=[CH:19][N:18]=[CH:17][C:16]=2[NH:15][C:13]([C:10]2[CH:11]=[CH:12][N:7]3[N:6]=[CH:5][C:4]([CH:1]([CH3:3])[CH3:2])=[C:8]3[N:9]=2)=[O:14])[CH2:23]1. The catalyst class is: 45.